Dataset: Catalyst prediction with 721,799 reactions and 888 catalyst types from USPTO. Task: Predict which catalyst facilitates the given reaction. Reactant: [Li].[Cl:2][C:3]1[CH:4]=[C:5]([CH:10]=[CH:11][N:12]=1)[C:6](OC)=[O:7]. Product: [Cl:2][C:3]1[CH:4]=[C:5]([CH2:6][OH:7])[CH:10]=[CH:11][N:12]=1. The catalyst class is: 28.